This data is from Full USPTO retrosynthesis dataset with 1.9M reactions from patents (1976-2016). The task is: Predict the reactants needed to synthesize the given product. (1) Given the product [F:11][C:5]1[C:6]([N+:8]([O-:10])=[O:9])=[CH:7][C:2]([NH:1][CH:17]2[CH2:22][CH2:21][N:20]([C:23]([O:25][C:26]([CH3:29])([CH3:28])[CH3:27])=[O:24])[CH2:19][CH2:18]2)=[C:3]([S:12][CH2:13][CH2:14][OH:15])[CH:4]=1, predict the reactants needed to synthesize it. The reactants are: [NH2:1][C:2]1[CH:7]=[C:6]([N+:8]([O-:10])=[O:9])[C:5]([F:11])=[CH:4][C:3]=1[S:12][CH2:13][CH2:14][OH:15].O=[C:17]1[CH2:22][CH2:21][N:20]([C:23]([O:25][C:26]([CH3:29])([CH3:28])[CH3:27])=[O:24])[CH2:19][CH2:18]1.C(O)(=O)C.C(O[BH-](OC(=O)C)OC(=O)C)(=O)C.[Na+]. (2) Given the product [CH2:1]([O:8][C:9]1[CH:14]=[CH:13][CH:12]=[C:11]([O:15][CH3:16])[C:10]=1[CH:17]([C:2]1[CH:1]=[CH:25][C:24]([O:23][CH3:22])=[CH:4][CH:3]=1)[OH:18])[C:2]1[CH:3]=[CH:4][CH:5]=[CH:6][CH:7]=1, predict the reactants needed to synthesize it. The reactants are: [CH2:1]([O:8][C:9]1[CH:14]=[CH:13][CH:12]=[C:11]([O:15][CH3:16])[C:10]=1[CH2:17][OH:18])[C:2]1[CH:7]=[CH:6][CH:5]=[CH:4][CH:3]=1.C[N+]1([O-])[CH2:25][CH2:24][O:23][CH2:22]C1. (3) Given the product [Cl:1][C:2]1[CH:3]=[CH:4][C:5]([O:29][CH:30]([F:32])[F:31])=[C:6]([C:8]2[C:12]([NH:13][C:14]([C:16]3[CH:17]=[N:18][N:19]4[CH:24]=[CH:23][CH:22]=[N:21][C:20]=34)=[O:15])=[CH:11][N:10]([CH2:25][C:26]([N:36]3[CH2:35][CH2:34][N:33]([C:39]([O:41][C:42]([CH3:45])([CH3:44])[CH3:43])=[O:40])[CH2:38][CH2:37]3)=[O:27])[N:9]=2)[CH:7]=1, predict the reactants needed to synthesize it. The reactants are: [Cl:1][C:2]1[CH:3]=[CH:4][C:5]([O:29][CH:30]([F:32])[F:31])=[C:6]([C:8]2[C:12]([NH:13][C:14]([C:16]3[CH:17]=[N:18][N:19]4[CH:24]=[CH:23][CH:22]=[N:21][C:20]=34)=[O:15])=[CH:11][N:10]([CH2:25][C:26](O)=[O:27])[N:9]=2)[CH:7]=1.[N:33]1([C:39]([O:41][C:42]([CH3:45])([CH3:44])[CH3:43])=[O:40])[CH2:38][CH2:37][NH:36][CH2:35][CH2:34]1.CCN(C(C)C)C(C)C.CN(C(ON1N=NC2C=CC=NC1=2)=[N+](C)C)C.F[P-](F)(F)(F)(F)F.